Dataset: Reaction yield outcomes from USPTO patents with 853,638 reactions. Task: Predict the reaction yield, written as a fraction of the theoretical maximum amount of product (1.0 means a 100% yield; for example, 0.34 means a 34% yield). (1) The reactants are [P:1]([O:19][CH2:20]Cl)([O:11][CH2:12][C:13]1[CH:18]=[CH:17][CH:16]=[CH:15][CH:14]=1)([O:3][CH2:4][C:5]1[CH:10]=[CH:9][CH:8]=[CH:7][CH:6]=1)=[O:2].[CH2:22]([O:29][C:30]1[C:34]([OH:35])=[C:33]([C:36](=[O:40])[N:37]([CH3:39])[CH3:38])[N:32]([C:41]2[CH:46]=[CH:45][C:44]([O:47][CH3:48])=[CH:43][CH:42]=2)[C:31]=1[C:49]([O:51][CH2:52][CH3:53])=[O:50])[C:23]1[CH:28]=[CH:27][CH:26]=[CH:25][CH:24]=1.C([O-])([O-])=O.[K+].[K+].O. The catalyst is CN(C=O)C. The product is [CH2:22]([O:29][C:30]1[C:34]([O:35][CH2:20][O:19][P:1]([O:11][CH2:12][C:13]2[CH:18]=[CH:17][CH:16]=[CH:15][CH:14]=2)([O:3][CH2:4][C:5]2[CH:10]=[CH:9][CH:8]=[CH:7][CH:6]=2)=[O:2])=[C:33]([C:36](=[O:40])[N:37]([CH3:39])[CH3:38])[N:32]([C:41]2[CH:42]=[CH:43][C:44]([O:47][CH3:48])=[CH:45][CH:46]=2)[C:31]=1[C:49]([O:51][CH2:52][CH3:53])=[O:50])[C:23]1[CH:28]=[CH:27][CH:26]=[CH:25][CH:24]=1. The yield is 0.230. (2) No catalyst specified. The yield is 0.480. The reactants are [F:1][C:2]1[CH:7]=[CH:6][C:5]([CH3:8])=[CH:4][C:3]=1[NH:9][C:10]1[N:15]2[N:16]=[CH:17][C:18]([C:19](O)=[O:20])=[C:14]2[N:13]=[CH:12][C:11]=1[C:22]([N:24]1[CH2:29][CH2:28][C:27]2([C:33]3[CH:34]=[CH:35][C:36]([F:38])=[CH:37][C:32]=3[O:31][CH2:30]2)[CH2:26][CH2:25]1)=[O:23].[CH2:39]([S:41]([NH2:44])(=[O:43])=[O:42])[CH3:40]. The product is [F:1][C:2]1[CH:7]=[CH:6][C:5]([CH3:8])=[CH:4][C:3]=1[NH:9][C:10]1[N:15]2[N:16]=[CH:17][C:18]([C:19]([NH:44][S:41]([CH2:39][CH3:40])(=[O:43])=[O:42])=[O:20])=[C:14]2[N:13]=[CH:12][C:11]=1[C:22]([N:24]1[CH2:25][CH2:26][C:27]2([C:33]3[CH:34]=[CH:35][C:36]([F:38])=[CH:37][C:32]=3[O:31][CH2:30]2)[CH2:28][CH2:29]1)=[O:23]. (3) The reactants are [NH2:1][C:2]1[S:6][N:5]=[C:4]([CH3:7])[C:3]=1[C:8]([NH:10][C:11]1[CH:16]=[CH:15][C:14]([Cl:17])=[C:13]([F:18])[CH:12]=1)=[O:9].Cl[C:20]1[CH:25]=[N:24][CH:23]=[C:22]([N:26]2[CH:30]=[CH:29][CH:28]=[N:27]2)[N:21]=1.C(=O)([O-])[O-].[Cs+].[Cs+].CC1(C)C2C(=C(P(C3C=CC=CC=3)C3C=CC=CC=3)C=CC=2)OC2C(P(C3C=CC=CC=3)C3C=CC=CC=3)=CC=CC1=2. The catalyst is O1CCOCC1.CN(C=O)C.C([O-])(=O)C.[Pd+2].C([O-])(=O)C. The product is [Cl:17][C:14]1[CH:15]=[CH:16][C:11]([NH:10][C:8]([C:3]2[C:4]([CH3:7])=[N:5][S:6][C:2]=2[NH:1][C:20]2[CH:25]=[N:24][CH:23]=[C:22]([N:26]3[CH:30]=[CH:29][CH:28]=[N:27]3)[N:21]=2)=[O:9])=[CH:12][C:13]=1[F:18]. The yield is 0.0300. (4) The reactants are Br[C:2]1[S:3][C:4]([C:7]([OH:9])=[O:8])=[CH:5][CH:6]=1.[CH3:10][C:11]1[S:15][C:14](B(O)O)=[CH:13][CH:12]=1.[C:19]([O-])([O-])=O.[Na+].[Na+].S1C=CC=C1C1SC=CC=1. The catalyst is OS(O)(=O)=O.C1C=CC([P]([Pd]([P](C2C=CC=CC=2)(C2C=CC=CC=2)C2C=CC=CC=2)([P](C2C=CC=CC=2)(C2C=CC=CC=2)C2C=CC=CC=2)[P](C2C=CC=CC=2)(C2C=CC=CC=2)C2C=CC=CC=2)(C2C=CC=CC=2)C2C=CC=CC=2)=CC=1.CO. The product is [CH3:10][C:11]1[S:15][C:14]([C:2]2[S:3][C:4]([C:7]([O:9][CH3:19])=[O:8])=[CH:5][CH:6]=2)=[CH:13][CH:12]=1. The yield is 0.260. (5) The reactants are Cl[C:2]1[N:3]=[N:4][CH:5]=[CH:6][CH:7]=1.[NH2:8][CH2:9][C:10]([NH2:13])([CH3:12])[CH3:11].C(N(CC)C(C)C)(C)C. No catalyst specified. The product is [NH2:13][C:10]([CH3:12])([CH2:11][C:2]1[N:3]=[N:4][CH:5]=[CH:6][CH:7]=1)[CH2:9][NH2:8]. The yield is 0.850. (6) The reactants are [CH:1]([C@H:4]1[N:9]([C:10]([O:12][C:13]([CH3:16])([CH3:15])[CH3:14])=[O:11])[CH2:8][CH2:7][N:6]2[C:17]3[CH:23]=[C:22]([S:24]([CH3:27])(=[O:26])=[O:25])[C:21]([C:28](OC)=[O:29])=[CH:20][C:18]=3[N:19]=[C:5]12)([CH3:3])[CH3:2].CC(C[AlH]CC(C)C)C.CCOC(C)=O. The catalyst is C(Cl)Cl. The product is [OH:29][CH2:28][C:21]1[C:22]([S:24]([CH3:27])(=[O:25])=[O:26])=[CH:23][C:17]2[N:6]3[CH2:7][CH2:8][N:9]([C:10]([O:12][C:13]([CH3:15])([CH3:16])[CH3:14])=[O:11])[C@H:4]([CH:1]([CH3:2])[CH3:3])[C:5]3=[N:19][C:18]=2[CH:20]=1. The yield is 0.741.